Dataset: Forward reaction prediction with 1.9M reactions from USPTO patents (1976-2016). Task: Predict the product of the given reaction. (1) Given the reactants [NH2:1][C:2]1[N:3]([C:14]([O:16][C:17]([CH3:20])([CH3:19])[CH3:18])=[O:15])[CH:4]=[C:5]([CH2:7][CH2:8][CH2:9][CH2:10][CH2:11][C:12]#[CH:13])[N:6]=1.[N:21]([CH2:24][CH2:25][NH:26][C:27](=[O:42])[C:28]1[CH:33]=[CH:32][C:31]([CH2:34][CH2:35][CH2:36][CH2:37][CH2:38][CH2:39][CH2:40][CH3:41])=[CH:30][CH:29]=1)=[N+:22]=[N-:23], predict the reaction product. The product is: [NH2:1][C:2]1[N:3]([C:14]([O:16][C:17]([CH3:20])([CH3:19])[CH3:18])=[O:15])[CH:4]=[C:5]([CH2:7][CH2:8][CH2:9][CH2:10][CH2:11][C:12]2[N:23]=[N:22][N:21]([CH2:24][CH2:25][NH:26][C:27](=[O:42])[C:28]3[CH:33]=[CH:32][C:31]([CH2:34][CH2:35][CH2:36][CH2:37][CH2:38][CH2:39][CH2:40][CH3:41])=[CH:30][CH:29]=3)[CH:13]=2)[N:6]=1. (2) The product is: [CH3:1][C:2]1[CH:3]=[CH:4][C:5]([S:8]([O:11][CH2:12][CH:13]2[CH2:27][O:26][C:16]3[CH:17]=[CH:18][C:19]4[C:20](=[O:25])[CH2:21][CH2:22][O:23][C:24]=4[C:15]=3[O:14]2)(=[O:10])=[O:9])=[CH:6][CH:7]=1. Given the reactants [CH3:1][C:2]1[CH:7]=[CH:6][C:5]([S:8]([O:11][CH2:12][C@H:13]2[CH2:27][O:26][C:16]3[CH:17]=[CH:18][C:19]4[C:20](=[O:25])[CH:21]=[CH:22][O:23][C:24]=4[C:15]=3[O:14]2)(=[O:10])=[O:9])=[CH:4][CH:3]=1.C(=O)([O-])[O-].[NH4+].[NH4+], predict the reaction product. (3) The product is: [I-:17].[CH3:14][N+:13]([CH3:16])([CH3:15])[CH2:12][C:6]1[C:5]2[C:9](=[CH:10][CH:11]=[C:3]([C:1]#[N:2])[CH:4]=2)[NH:8][CH:7]=1. Given the reactants [C:1]([C:3]1[CH:4]=[C:5]2[C:9](=[CH:10][CH:11]=1)[NH:8][CH:7]=[C:6]2[CH2:12][N:13]([CH3:15])[CH3:14])#[N:2].[CH3:16][I:17], predict the reaction product.